From a dataset of Full USPTO retrosynthesis dataset with 1.9M reactions from patents (1976-2016). Predict the reactants needed to synthesize the given product. (1) Given the product [Cl:18][C:8]1[N:9]=[C:10]([C:12]2[CH:13]=[N:14][CH:15]=[CH:16][CH:17]=2)[S:11][C:7]=1[C:2]1[CH:3]=[CH:4][CH:5]=[CH:6][N:1]=1, predict the reactants needed to synthesize it. The reactants are: [N:1]1[CH:6]=[CH:5][CH:4]=[CH:3][C:2]=1[C:7]1[S:11][C:10]([C:12]2[CH:13]=[N:14][CH:15]=[CH:16][CH:17]=2)=[N:9][CH:8]=1.[Cl:18]N1C(=O)CCC1=O. (2) The reactants are: [Cl:1][C:2]1[N:7]=[CH:6][N:5]=[C:4]([NH2:8])[CH:3]=1.[H-].[Na+].Cl[C:12]1[S:13][C:14]([C:17]#[N:18])=[CH:15][N:16]=1. Given the product [Cl:1][C:2]1[N:7]=[CH:6][N:5]=[C:4]([NH:8][C:12]2[S:13][C:14]([C:17]#[N:18])=[CH:15][N:16]=2)[CH:3]=1, predict the reactants needed to synthesize it. (3) The reactants are: [NH2:1][C:2]1[N:7]=[CH:6][N:5]=[C:4]2[N:8]([CH:25]3[CH2:30][CH2:29][CH2:28][N:27](C(OC(C)(C)C)=O)[CH2:26]3)[N:9]=[C:10]([C:11]3[CH:16]=[CH:15][C:14]([O:17][C:18]4[CH:23]=[CH:22][CH:21]=[CH:20][C:19]=4[F:24])=[CH:13][CH:12]=3)[C:3]=12.FC(F)(F)C(O)=O.FC(F)(F)C(O)=O.FC1C(F)=CC=CC=1OC1C=CC(C2C3C(=NC=NC=3N)N(C[C@H]3CCCN3)N=2)=CC=1. Given the product [F:24][C:19]1[CH:20]=[CH:21][CH:22]=[CH:23][C:18]=1[O:17][C:14]1[CH:13]=[CH:12][C:11]([C:10]2[C:3]3[C:4](=[N:5][CH:6]=[N:7][C:2]=3[NH2:1])[N:8]([CH:25]3[CH2:30][CH2:29][CH2:28][NH:27][CH2:26]3)[N:9]=2)=[CH:16][CH:15]=1, predict the reactants needed to synthesize it. (4) Given the product [Cl:1][C:2]1[CH:7]=[CH:6][C:5]([S:8][C:9]2[O:13][C:12]([CH:14]3[CH2:19][CH2:18][O:17][CH2:16][CH2:15]3)=[N:11][CH:10]=2)=[CH:4][CH:3]=1, predict the reactants needed to synthesize it. The reactants are: [Cl:1][C:2]1[CH:7]=[CH:6][C:5]([S:8][CH2:9][CH2:10][NH:11][C:12]([CH:14]2[CH2:19][CH2:18][O:17][CH2:16][CH2:15]2)=[O:13])=[CH:4][CH:3]=1.C1C(=O)N(Cl)C(=O)C1.C(O)(C(F)(F)F)=O. (5) Given the product [C:23]1([S:29]([N:8]2[CH2:7][CH2:6][N:5]([C:9]([O:11][C:12]([CH3:15])([CH3:14])[CH3:13])=[O:10])[CH2:4][C@@H:3]2[CH:1]=[CH2:2])(=[O:31])=[O:30])[CH:28]=[CH:27][CH:26]=[CH:25][CH:24]=1, predict the reactants needed to synthesize it. The reactants are: [CH:1]([C@@H:3]1[NH:8][CH2:7][CH2:6][N:5]([C:9]([O:11][C:12]([CH3:15])([CH3:14])[CH3:13])=[O:10])[CH2:4]1)=[CH2:2].CCN(CC)CC.[C:23]1([S:29](Cl)(=[O:31])=[O:30])[CH:28]=[CH:27][CH:26]=[CH:25][CH:24]=1. (6) Given the product [C:25]1([C:18]([C:19]2[CH:24]=[CH:23][CH:22]=[CH:21][CH:20]=2)([C:31]2[CH:32]=[CH:33][CH:34]=[CH:35][CH:36]=2)[NH:17][C@H:16]([C:37]([O:39][CH3:40])=[O:38])[CH2:15][O:14][C:10]2[CH:9]=[C:8]([C:4]3[CH:5]=[CH:6][CH:7]=[C:2]([NH:1][C:45]([NH:44][CH2:41][CH2:42][CH3:43])=[O:46])[CH:3]=3)[CH:13]=[CH:12][CH:11]=2)[CH:26]=[CH:27][CH:28]=[CH:29][CH:30]=1, predict the reactants needed to synthesize it. The reactants are: [NH2:1][C:2]1[CH:3]=[C:4]([C:8]2[CH:13]=[CH:12][CH:11]=[C:10]([O:14][CH2:15][C@@H:16]([C:37]([O:39][CH3:40])=[O:38])[NH:17][C:18]([C:31]3[CH:36]=[CH:35][CH:34]=[CH:33][CH:32]=3)([C:25]3[CH:30]=[CH:29][CH:28]=[CH:27][CH:26]=3)[C:19]3[CH:24]=[CH:23][CH:22]=[CH:21][CH:20]=3)[CH:9]=2)[CH:5]=[CH:6][CH:7]=1.[CH2:41]([N:44]=[C:45]=[O:46])[CH2:42][CH3:43].N12CCN(CC1)CC2.